From a dataset of Reaction yield outcomes from USPTO patents with 853,638 reactions. Predict the reaction yield, written as a fraction of the theoretical maximum amount of product (1.0 means a 100% yield; for example, 0.34 means a 34% yield). (1) The reactants are [Cl:1][C:2]1[CH:3]=[C:4](B(O)O)[CH:5]=[N:6][CH:7]=1.FC(F)(F)S(O[C:17]1[C@@:21]2([CH3:42])[CH2:22][CH2:23][C@H:24]3[C@H:33]([C@@H:20]2[CH2:19][CH:18]=1)[CH2:32][CH:31]=[C:30]1[C@:25]3([CH3:41])[CH2:26][CH2:27][C:28](=[O:40])[N:29]1[CH2:34][C:35]([N:37]([CH3:39])[CH3:38])=[O:36])(=O)=O.O. The catalyst is O1CCOCC1.Cl[Pd](Cl)([P](C1C=CC=CC=1)(C1C=CC=CC=1)C1C=CC=CC=1)[P](C1C=CC=CC=1)(C1C=CC=CC=1)C1C=CC=CC=1. The product is [Cl:1][C:2]1[CH:3]=[C:4]([C:17]2[C@@:21]3([CH3:42])[CH2:22][CH2:23][C@H:24]4[C@H:33]([C@@H:20]3[CH2:19][CH:18]=2)[CH2:32][CH:31]=[C:30]2[C@:25]4([CH3:41])[CH2:26][CH2:27][C:28](=[O:40])[N:29]2[CH2:34][C:35]([N:37]([CH3:38])[CH3:39])=[O:36])[CH:5]=[N:6][CH:7]=1. The yield is 0.270. (2) The reactants are Cl[C:2]1[N:7]=[C:6](Cl)[C:5]([C:9]([F:12])([F:11])[F:10])=[CH:4][N:3]=1.[CH3:13][O:14][C:15]1[CH:20]=[C:19]([N:21]2[CH2:26][CH2:25][O:24][CH2:23][CH2:22]2)[CH:18]=[CH:17][C:16]=1[NH2:27].C(N(CC)C(C)C)(C)C.[CH2:37]([N:39]1[CH2:45][CH2:44][C:43]2[CH:46]=[C:47]([NH2:50])[CH:48]=[CH:49][C:42]=2[CH2:41][CH2:40]1)[CH3:38].C12(CS(O)(=O)=O)C(C)(C)C(CC1)CC2=O. The catalyst is C(O)(C)C. The product is [CH2:37]([N:39]1[CH2:45][CH2:44][C:43]2[CH:46]=[C:47]([NH:50][C:2]3[N:7]=[C:6]([NH:27][C:16]4[CH:17]=[CH:18][C:19]([N:21]5[CH2:22][CH2:23][O:24][CH2:25][CH2:26]5)=[CH:20][C:15]=4[O:14][CH3:13])[C:5]([C:9]([F:12])([F:11])[F:10])=[CH:4][N:3]=3)[CH:48]=[CH:49][C:42]=2[CH2:41][CH2:40]1)[CH3:38]. The yield is 0.500. (3) The reactants are [C:1]1([CH:8]=[CH:7][C:5]([OH:6])=[CH:4][CH:3]=1)[OH:2].I[CH:10]([CH3:12])[CH3:11].[OH-].[Na+]. The catalyst is C(O)C.O.[OH-].[K+]. The product is [CH:10]([O:2][C:1]1[CH:8]=[CH:7][C:5]([OH:6])=[CH:4][CH:3]=1)([CH3:12])[CH3:11]. The yield is 0.470. (4) The reactants are [C:1]1([C:7]#[C:8][C:9]2[N:13]3[CH:14]=[CH:15][CH:16]=[CH:17][C:12]3=[N:11][C:10]=2[CH2:18][OH:19])[CH:6]=[CH:5][CH:4]=[CH:3][CH:2]=1.C(N(CC)CC)C.Cl[C:28]([O:30][CH2:31][CH:32]([CH3:34])[CH3:33])=[O:29]. The catalyst is ClCCl. The product is [C:28](=[O:29])([O:19][CH2:18][C:10]1[N:11]=[C:12]2[CH:17]=[CH:16][CH:15]=[CH:14][N:13]2[C:9]=1[C:8]#[C:7][C:1]1[CH:2]=[CH:3][CH:4]=[CH:5][CH:6]=1)[O:30][CH2:31][CH:32]([CH3:34])[CH3:33]. The yield is 0.590. (5) The reactants are [F:1][C:2]([F:24])([F:23])[C:3]1[CH:4]=[CH:5][C:6]([O:9][C:10]2[CH:11]=[C:12]3[C:17](=[CH:18][CH:19]=2)[N:16]=[C:15]([C:20]([OH:22])=O)[CH:14]=[CH:13]3)=[N:7][CH:8]=1.[NH:25]1[CH2:30][CH2:29][CH:28]([N:31]2[CH2:36][CH2:35][O:34][CH2:33][CH2:32]2)[CH2:27][CH2:26]1.F[B-](F)(F)F.N1(OC(N(C)C)=[N+](C)C)C2C=CC=CC=2N=N1.C(N(CC)C(C)C)(C)C. The catalyst is [Cl-].[Na+].O.CN(C)C=O. The product is [N:31]1([CH:28]2[CH2:29][CH2:30][N:25]([C:20]([C:15]3[CH:14]=[CH:13][C:12]4[C:17](=[CH:18][CH:19]=[C:10]([O:9][C:6]5[CH:5]=[CH:4][C:3]([C:2]([F:1])([F:23])[F:24])=[CH:8][N:7]=5)[CH:11]=4)[N:16]=3)=[O:22])[CH2:26][CH2:27]2)[CH2:36][CH2:35][O:34][CH2:33][CH2:32]1. The yield is 0.840. (6) The reactants are [H-].[Na+].[I-].[CH3:4][S+](C)(C)=O.[CH2:9]([C@:16]12[CH2:26][CH2:25][C:24](=[O:27])[CH2:23][C@H:22]1[CH2:21][CH2:20][CH2:19][N:18]1[CH:28]=[C:29]([C:31]([NH:33][C:34]3[C:35]([CH3:40])=[N:36][CH:37]=[CH:38][CH:39]=3)=[O:32])[CH:30]=[C:17]21)[C:10]1[CH:15]=[CH:14][CH:13]=[CH:12][CH:11]=1.[CH2:41]([C@@:48]12[CH2:58][CH2:57][C:56](=[O:59])[CH2:55][C@@H:54]1[CH2:53][CH2:52][CH2:51][N:50]1[CH:60]=[C:61]([C:63]([NH:65][C:66]3[C:67]([CH3:72])=[N:68][CH:69]=[CH:70][CH:71]=3)=[O:64])[CH:62]=[C:49]21)[C:42]1[CH:47]=[CH:46][CH:45]=[CH:44][CH:43]=1. The catalyst is CS(C)=O.C1COCC1. The product is [CH2:9]([C@:16]12[CH2:26][CH2:25][C@@:24]3([CH2:41][O:27]3)[CH2:23][C@H:22]1[CH2:21][CH2:20][CH2:19][N:18]1[CH:28]=[C:29]([C:31]([NH:33][C:34]3[C:35]([CH3:40])=[N:36][CH:37]=[CH:38][CH:39]=3)=[O:32])[CH:30]=[C:17]21)[C:10]1[CH:11]=[CH:12][CH:13]=[CH:14][CH:15]=1.[CH2:41]([C@@:48]12[CH2:58][CH2:57][C@:56]3([CH2:4][O:59]3)[CH2:55][C@@H:54]1[CH2:53][CH2:52][CH2:51][N:50]1[CH:60]=[C:61]([C:63]([NH:65][C:66]3[C:67]([CH3:72])=[N:68][CH:69]=[CH:70][CH:71]=3)=[O:64])[CH:62]=[C:49]21)[C:42]1[CH:43]=[CH:44][CH:45]=[CH:46][CH:47]=1. The yield is 0.550. (7) The reactants are [CH3:1][CH2:2][O:3][C:4](/[C:6](/Cl)=[N:7]\[OH:8])=[O:5].[F:10][C:11]([F:16])([F:15])[C:12](Br)=[CH2:13]. The catalyst is CCOCC.CCOC(C)=O. The product is [F:10][C:11]([F:16])([F:15])[C:12]1[O:8][N:7]=[C:6]([C:4]([O:3][CH2:2][CH3:1])=[O:5])[CH:13]=1. The yield is 0.640.